Dataset: Forward reaction prediction with 1.9M reactions from USPTO patents (1976-2016). Task: Predict the product of the given reaction. Given the reactants Cl.[CH3:2][C:3]1[C:11]([C:12](=[S:14])[NH2:13])=[C:6]2[CH:7]=[CH:8][CH:9]=[CH:10][N:5]2[N:4]=1.Cl[CH:16]([C:22]([C:24]1[CH:29]=[CH:28][CH:27]=[CH:26][C:25]=1[O:30][CH3:31])=O)[C:17]([O:19][CH2:20][CH3:21])=[O:18], predict the reaction product. The product is: [CH3:31][O:30][C:25]1[CH:26]=[CH:27][CH:28]=[CH:29][C:24]=1[C:22]1[N:13]=[C:12]([C:11]2[C:3]([CH3:2])=[N:4][N:5]3[CH:10]=[CH:9][CH:8]=[CH:7][C:6]=23)[S:14][C:16]=1[C:17]([O:19][CH2:20][CH3:21])=[O:18].